From a dataset of NCI-60 drug combinations with 297,098 pairs across 59 cell lines. Regression. Given two drug SMILES strings and cell line genomic features, predict the synergy score measuring deviation from expected non-interaction effect. (1) Drug 1: C1=CC(=CC=C1CCC2=CNC3=C2C(=O)NC(=N3)N)C(=O)NC(CCC(=O)O)C(=O)O. Drug 2: C(CC(=O)O)C(=O)CN.Cl. Cell line: NCI-H322M. Synergy scores: CSS=15.6, Synergy_ZIP=-6.10, Synergy_Bliss=-8.76, Synergy_Loewe=-6.23, Synergy_HSA=-5.71. (2) Drug 1: COC1=C(C=C2C(=C1)N=CN=C2NC3=CC(=C(C=C3)F)Cl)OCCCN4CCOCC4. Drug 2: CC(C)(C#N)C1=CC(=CC(=C1)CN2C=NC=N2)C(C)(C)C#N. Synergy scores: CSS=8.88, Synergy_ZIP=0.356, Synergy_Bliss=1.04, Synergy_Loewe=0.918, Synergy_HSA=0.959. Cell line: SF-268.